From a dataset of Catalyst prediction with 721,799 reactions and 888 catalyst types from USPTO. Predict which catalyst facilitates the given reaction. (1) Reactant: [Br:1][C:2]1[CH:3]=[CH:4][C:5]([OH:11])=[C:6]([CH:10]=1)[C:7]([NH2:9])=O.[BH4-].[Na+].II. Product: [NH2:9][CH2:7][C:6]1[CH:10]=[C:2]([Br:1])[CH:3]=[CH:4][C:5]=1[OH:11]. The catalyst class is: 1. (2) The catalyst class is: 187. Product: [CH3:23][C:24]1([CH3:39])[C:28]2=[N:29][CH:30]=[C:31]([N:33]3[CH2:38][CH2:37][O:36][CH2:35][CH2:34]3)[CH:32]=[C:27]2[N:26]([C:2]2[C:11]3[C:6](=[CH:7][C:8]([F:13])=[CH:9][C:10]=3[F:12])[N:5]=[C:4]([CH2:14][CH2:15][C:16]3[CH:21]=[CH:20][CH:19]=[CH:18][CH:17]=3)[C:3]=2[CH3:22])[CH2:25]1. Reactant: Cl[C:2]1[C:11]2[C:6](=[CH:7][C:8]([F:13])=[CH:9][C:10]=2[F:12])[N:5]=[C:4]([CH2:14][CH2:15][C:16]2[CH:21]=[CH:20][CH:19]=[CH:18][CH:17]=2)[C:3]=1[CH3:22].[CH3:23][C:24]1([CH3:39])[C:28]2=[N:29][CH:30]=[C:31]([N:33]3[CH2:38][CH2:37][O:36][CH2:35][CH2:34]3)[CH:32]=[C:27]2[NH:26][CH2:25]1.C1(P(C2CCCCC2)C2C=CC=CC=2C2C(C(C)C)=CC(C(C)C)=CC=2C(C)C)CCCCC1.CC(C)([O-])C.[Na+]. (3) Reactant: [S:1]1[CH:5]=[CH:4][C:3]2[CH:6]=[CH:7][CH:8]=[C:9](B(O)O)[C:2]1=2.[NH2:13][C:14]1[CH:19]=[CH:18][CH:17]=[CH:16][CH:15]=1.O.O=[CH:22][C:23]([OH:25])=[O:24]. The catalyst class is: 23. Product: [S:1]1[CH:5]=[CH:4][C:3]2[CH:6]=[CH:7][CH:8]=[C:9]([CH:22]([NH:13][C:14]3[CH:19]=[CH:18][CH:17]=[CH:16][CH:15]=3)[C:23]([OH:25])=[O:24])[C:2]1=2.